Dataset: Forward reaction prediction with 1.9M reactions from USPTO patents (1976-2016). Task: Predict the product of the given reaction. The product is: [CH3:1][O:2][C:3]([C@@H:5]1[CH2:7][C@H:6]1[C:8](=[O:10])[NH:47][CH:44]1[CH2:45][CH2:46][CH:41]([CH3:40])[CH2:42][CH2:43]1)=[O:4]. Given the reactants [CH3:1][O:2][C:3]([C@@H:5]1[CH2:7][C@H:6]1[C:8]([OH:10])=O)=[O:4].[B-](F)(F)(F)F.CCOC(C(C#N)=NOC(N(C)C)=[N+](C)C)=O.CN1CCOCC1.[CH3:40][C@H:41]1[CH2:46][CH2:45][C@H:44]([NH2:47])[CH2:43][CH2:42]1, predict the reaction product.